This data is from Forward reaction prediction with 1.9M reactions from USPTO patents (1976-2016). The task is: Predict the product of the given reaction. (1) Given the reactants I[CH2:2][CH:3]1[O:8][C:7]2[CH:9]=[C:10]([O:13][CH3:14])[CH:11]=[CH:12][C:6]=2[O:5][CH2:4]1.[C-:15]#[N:16].[K+].C(=O)([O-])O.[Na+], predict the reaction product. The product is: [CH3:14][O:13][C:10]1[CH:11]=[CH:12][C:6]2[O:5][CH2:4][CH:3]([CH2:2][C:15]#[N:16])[O:8][C:7]=2[CH:9]=1. (2) Given the reactants C([O:9][C@H:10]1[C@:14]([F:16])([CH3:15])[C@H:13]([N:17]2[CH:25]=[N:24][C:23]3[C:18]2=[N:19][C:20]([NH2:27])=[N:21][C:22]=3Cl)[O:12][C@@H:11]1[CH2:28][O:29]C(=O)C1C=CC=CC=1)(=O)C1C=CC=CC=1.Cl.[CH3:39][NH:40][CH:41]1[CH2:43][CH2:42]1.C(N(CC)CC)C.[NH4+].[OH-], predict the reaction product. The product is: [NH2:27][C:20]1[N:19]=[C:18]2[C:23]([N:24]=[CH:25][N:17]2[C@@H:13]2[O:12][C@H:11]([CH2:28][OH:29])[C@@H:10]([OH:9])[C@:14]2([F:16])[CH3:15])=[C:22]([N:40]([CH:41]2[CH2:43][CH2:42]2)[CH3:39])[N:21]=1. (3) Given the reactants [CH2:1]([O:3][C:4](=[O:23])[NH:5][C:6]1[CH:11]=[CH:10][CH:9]=[C:8]([CH2:12][N:13]2[C:18](=[O:19])[CH:17]=[CH:16][C:15]([C:20](=[S:22])[NH2:21])=[N:14]2)[CH:7]=1)[CH3:2].[CH2:24]1[CH2:28][N:27]([C:29]2[CH:34]=[CH:33][C:32]([C:35]([CH2:37]Br)=O)=[CH:31][CH:30]=2)[CH2:26][CH2:25]1, predict the reaction product. The product is: [CH2:1]([O:3][C:4](=[O:23])[NH:5][C:6]1[CH:11]=[CH:10][CH:9]=[C:8]([CH2:12][N:13]2[C:18](=[O:19])[CH:17]=[CH:16][C:15]([C:20]3[S:22][CH:37]=[C:35]([C:32]4[CH:33]=[CH:34][C:29]([N:27]5[CH2:28][CH2:24][CH2:25][CH2:26]5)=[CH:30][CH:31]=4)[N:21]=3)=[N:14]2)[CH:7]=1)[CH3:2]. (4) Given the reactants [Br:1][C:2]1[CH:7]=[CH:6][N:5]=[C:4](F)[CH:3]=1.[N:9]1([CH2:14][CH2:15][NH2:16])[CH2:13][CH2:12][CH2:11][CH2:10]1, predict the reaction product. The product is: [Br:1][C:2]1[CH:7]=[CH:6][N:5]=[C:4]([NH:16][CH2:15][CH2:14][N:9]2[CH2:13][CH2:12][CH2:11][CH2:10]2)[CH:3]=1. (5) Given the reactants C(OC([N:8]1[CH2:12][C@H:11]([CH2:13][NH:14][C:15]2[CH:20]=[CH:19][C:18]([Cl:21])=[CH:17][CH:16]=2)[C@@H:10]([CH2:22][C:23]2[CH:28]=[CH:27][CH:26]=[CH:25][CH:24]=2)[CH2:9]1)=O)(C)(C)C.Br[CH2:30][C:31]1[CH:40]=[CH:39][CH:38]=[C:37]2[C:32]=1[CH:33]=[CH:34][CH:35]=[C:36]2[C:41]#[N:42].CC#N.O.CC#N, predict the reaction product. The product is: [CH2:22]([C@H:10]1[CH2:9][NH:8][CH2:12][C@@H:11]1[CH2:13][N:14]([CH2:30][C:31]1[CH:40]=[CH:39][CH:38]=[C:37]2[C:32]=1[CH:33]=[CH:34][CH:35]=[C:36]2[C:41]#[N:42])[C:15]1[CH:20]=[CH:19][C:18]([Cl:21])=[CH:17][CH:16]=1)[C:23]1[CH:24]=[CH:25][CH:26]=[CH:27][CH:28]=1. (6) Given the reactants [CH2:1]([C:3]12[CH2:29][CH2:28][C:25]3([CH2:27][O:26]3)[CH2:24][CH:4]1[CH2:5][CH2:6][O:7][C:8]1[C:9]2=[CH:10][C:11]2[CH:12]=[N:13][N:14]([C:17]3[CH:22]=[CH:21][N:20]=[C:19]([CH3:23])[CH:18]=3)[C:15]=2[CH:16]=1)[CH3:2].[CH3:30][O-:31].[Na+], predict the reaction product. The product is: [CH2:1]([C:3]12[CH2:29][CH2:28][C:25]([CH2:27][O:31][CH3:30])([OH:26])[CH2:24][CH:4]1[CH2:5][CH2:6][O:7][C:8]1[C:9]2=[CH:10][C:11]2[CH:12]=[N:13][N:14]([C:17]3[CH:22]=[CH:21][N:20]=[C:19]([CH3:23])[CH:18]=3)[C:15]=2[CH:16]=1)[CH3:2]. (7) Given the reactants C(C1OC=CC=1)(=O)C.[N:9]1[CH:14]=[CH:13][CH:12]=[CH:11][C:10]=1[C:15](=[O:17])[CH3:16].[Cl:18][C:19]1[CH:37]=[CH:36][C:22]([CH2:23][N:24]2[C:32]3[C:27](=[CH:28][C:29](F)=[CH:30][CH:31]=3)[C:26](=[O:34])[C:25]2=[O:35])=[CH:21][CH:20]=1.ClC1C=CC(CN2C3C(=CC=CC=3)C(=O)C2=O)=CC=1, predict the reaction product. The product is: [Cl:18][C:19]1[CH:20]=[CH:21][C:22]([CH2:23][N:24]2[C:32]3[C:27](=[CH:28][CH:29]=[CH:30][CH:31]=3)[C:26]([OH:34])([CH2:16][C:15](=[O:17])[C:10]3[CH:11]=[CH:12][CH:13]=[CH:14][N:9]=3)[C:25]2=[O:35])=[CH:36][CH:37]=1. (8) Given the reactants C(OC(=O)[NH:7][CH:8]1[C:14](=[O:15])[N:13]([CH2:16][C:17]2[CH:22]=[C:21]([F:23])[CH:20]=[C:19]([F:24])[CH:18]=2)[C:12]2[CH:25]=[CH:26][CH:27]=[CH:28][C:11]=2[S:10][CH2:9]1)(C)(C)C.[ClH:30], predict the reaction product. The product is: [ClH:30].[NH2:7][CH:8]1[C:14](=[O:15])[N:13]([CH2:16][C:17]2[CH:18]=[C:19]([F:24])[CH:20]=[C:21]([F:23])[CH:22]=2)[C:12]2[CH:25]=[CH:26][CH:27]=[CH:28][C:11]=2[S:10][CH2:9]1.